Dataset: Catalyst prediction with 721,799 reactions and 888 catalyst types from USPTO. Task: Predict which catalyst facilitates the given reaction. (1) Reactant: Cl[C:2]1[CH:7]=[CH:6][CH:5]=[CH:4][CH:3]=1.[NH2:8][CH2:9][CH:10]1[CH2:15][CH2:14][NH:13][CH2:12][CH2:11]1.CC([O-])(C)C.[Na+]. Product: [NH:13]1[CH2:14][CH2:15][CH:10]([CH2:9][NH:8][C:2]2[CH:7]=[CH:6][CH:5]=[CH:4][CH:3]=2)[CH2:11][CH2:12]1. The catalyst class is: 12. (2) The catalyst class is: 42. Reactant: [C:1]([O:5][C:6]([CH2:8][CH:9]1[CH2:14][CH2:13][CH:12]([C:15]2[CH:23]=[CH:22][C:18]([C:19]([OH:21])=O)=[CH:17][CH:16]=2)[CH2:11][CH2:10]1)=[O:7])([CH3:4])([CH3:3])[CH3:2].[CH2:24]([C:31]1[S:35][C:34]([NH2:36])=[N:33][N:32]=1)[C:25]1[CH:30]=[CH:29][CH:28]=[CH:27][CH:26]=1.C(N(C(C)C)CC)(C)C. Product: [CH2:24]([C:31]1[S:35][C:34]([NH:36][C:19]([C:18]2[CH:17]=[CH:16][C:15]([CH:12]3[CH2:13][CH2:14][CH:9]([CH2:8][C:6]([O:5][C:1]([CH3:4])([CH3:3])[CH3:2])=[O:7])[CH2:10][CH2:11]3)=[CH:23][CH:22]=2)=[O:21])=[N:33][N:32]=1)[C:25]1[CH:26]=[CH:27][CH:28]=[CH:29][CH:30]=1. (3) Reactant: [CH2:1](C([Sn])=C(CCCC)CCCC)[CH2:2]CC.I[C:17]1[CH:26]=[CH:25][C:20]([C:21]([O:23][CH3:24])=[O:22])=[CH:19][C:18]=1[O:27][CH:28]=[C:29]([C:31]1[CH:40]=[CH:39][C:38]2[C:37]([CH3:42])([CH3:41])[CH2:36][CH2:35][C:34]([CH3:44])([CH3:43])[C:33]=2[CH:32]=1)[CH3:30]. Product: [CH2:30]([C:29]1([C:31]2[CH:40]=[CH:39][C:38]3[C:37]([CH3:42])([CH3:41])[CH2:36][CH2:35][C:34]([CH3:43])([CH3:44])[C:33]=3[CH:32]=2)[C:17]2[CH:26]=[CH:25][C:20]([C:21]([O:23][CH3:24])=[O:22])=[CH:19][C:18]=2[O:27][CH2:28]1)[CH:1]=[CH2:2]. The catalyst class is: 10.